Dataset: Peptide-MHC class I binding affinity with 185,985 pairs from IEDB/IMGT. Task: Regression. Given a peptide amino acid sequence and an MHC pseudo amino acid sequence, predict their binding affinity value. This is MHC class I binding data. (1) The peptide sequence is EVAEKDAMY. The MHC is HLA-A26:01 with pseudo-sequence HLA-A26:01. The binding affinity (normalized) is 0.872. (2) The peptide sequence is NQATTKTTFK. The MHC is HLA-A03:01 with pseudo-sequence HLA-A03:01. The binding affinity (normalized) is 0.452. (3) The peptide sequence is YMQLGKQQR. The MHC is Mamu-B6601 with pseudo-sequence Mamu-B6601. The binding affinity (normalized) is 0.517. (4) The peptide sequence is TERQANFL. The MHC is HLA-A29:02 with pseudo-sequence HLA-A29:02. The binding affinity (normalized) is 0. (5) The peptide sequence is QYSGFVRTL. The MHC is HLA-A01:01 with pseudo-sequence HLA-A01:01. The binding affinity (normalized) is 0.0847. (6) The peptide sequence is NGDVVAIDY. The MHC is HLA-A30:02 with pseudo-sequence HLA-A30:02. The binding affinity (normalized) is 0.307.